This data is from Full USPTO retrosynthesis dataset with 1.9M reactions from patents (1976-2016). The task is: Predict the reactants needed to synthesize the given product. (1) Given the product [CH3:29][O:28][C:25]1[CH:26]=[CH:27][C:22]([C:19]2([C:17]([NH:16][C:11]3[CH:12]=[CH:13][C:14]([CH3:15])=[C:9]([C:7]4[CH:6]=[CH:5][NH:4][C:3](=[O:2])[CH:8]=4)[N:10]=3)=[O:18])[CH2:21][CH2:20]2)=[CH:23][CH:24]=1, predict the reactants needed to synthesize it. The reactants are: C[O:2][C:3]1[CH:8]=[C:7]([C:9]2[C:14]([CH3:15])=[CH:13][CH:12]=[C:11]([NH:16][C:17]([C:19]3([C:22]4[CH:27]=[CH:26][C:25]([O:28][CH3:29])=[CH:24][CH:23]=4)[CH2:21][CH2:20]3)=[O:18])[N:10]=2)[CH:6]=[CH:5][N:4]=1.C[Si](I)(C)C. (2) Given the product [OH:1][C@@:2]1([CH2:9][NH:10][C:11]([C:13]2[C:14]3[CH:15]=[CH:16][C:17]([N:39]4[CH2:40][CH2:41][CH:37]([N:36]([CH2:42][CH3:43])[CH2:34][CH3:35])[CH2:38]4)=[N:18][C:19]=3[CH:20]=[CH:21][C:22]=2[Cl:23])=[O:12])[CH2:7][CH2:6][CH2:5][C@H:4]([CH3:8])[CH2:3]1, predict the reactants needed to synthesize it. The reactants are: [OH:1][C@@:2]1([CH2:9][NH:10][C:11]([C:13]2[C:14]3[CH:15]=[CH:16][C:17](Cl)=[N:18][C:19]=3[CH:20]=[CH:21][C:22]=2[Cl:23])=[O:12])[CH2:7][CH2:6][CH2:5][C@H:4]([CH3:8])[CH2:3]1.CCN(C(C)C)C(C)C.[CH2:34]([N:36]([CH2:42][CH3:43])[CH:37]1[CH2:41][CH2:40][NH:39][CH2:38]1)[CH3:35]. (3) Given the product [CH:13]1([C:18]#[C:19][C:2]2[CH:12]=[CH:11][C:5]([C:6]([O:8][CH2:9][CH3:10])=[O:7])=[CH:4][CH:3]=2)[CH2:17][CH2:16][CH2:15][CH2:14]1, predict the reactants needed to synthesize it. The reactants are: I[C:2]1[CH:12]=[CH:11][C:5]([C:6]([O:8][CH2:9][CH3:10])=[O:7])=[CH:4][CH:3]=1.[CH:13]1([C:18]#[CH:19])[CH2:17][CH2:16][CH2:15][CH2:14]1.C(N(CC)CC)C.